This data is from Full USPTO retrosynthesis dataset with 1.9M reactions from patents (1976-2016). The task is: Predict the reactants needed to synthesize the given product. (1) The reactants are: [CH3:1][O:2][C:3]1[CH:8]=[CH:7][C:6]([O:9][CH3:10])=[CH:5][C:4]=1[S:11][C:12]1[NH:13][C:14]2[C:19]([N:20]=1)=[C:18]([NH2:21])[N:17]=[CH:16][N:15]=2.Cl[CH2:23][CH2:24][C:25]1[CH:30]=[CH:29][N:28]=[CH:27][CH:26]=1. Given the product [CH3:1][O:2][C:3]1[CH:8]=[CH:7][C:6]([O:9][CH3:10])=[CH:5][C:4]=1[S:11][C:12]1[N:13]([CH2:23][CH2:24][C:25]2[CH:30]=[CH:29][N:28]=[CH:27][CH:26]=2)[C:14]2[C:19]([N:20]=1)=[C:18]([NH2:21])[N:17]=[CH:16][N:15]=2, predict the reactants needed to synthesize it. (2) Given the product [C:15]([C:19]1[CH:20]=[CH:21][C:22]([N:23]2[CH2:12][C:6]3[C:5](=[C:10]([OH:11])[CH:9]=[CH:8][CH:7]=3)[C:4]2=[O:14])=[CH:24][CH:25]=1)([CH3:18])([CH3:16])[CH3:17], predict the reactants needed to synthesize it. The reactants are: C(O[C:4](=[O:14])[C:5]1[C:10]([OH:11])=[CH:9][CH:8]=[CH:7][C:6]=1[CH2:12]Br)C.[C:15]([C:19]1[CH:25]=[CH:24][C:22]([NH2:23])=[CH:21][CH:20]=1)([CH3:18])([CH3:17])[CH3:16]. (3) Given the product [Br:1][C:2]1[CH:3]=[N:4][CH:5]=[CH:6][C:7]=1[CH2:8][O:9][C:14]1[CH:15]=[CH:16][C:11]([F:10])=[CH:12][CH:13]=1, predict the reactants needed to synthesize it. The reactants are: [Br:1][C:2]1[CH:3]=[N:4][CH:5]=[CH:6][C:7]=1[CH2:8][OH:9].[F:10][C:11]1[CH:16]=[CH:15][C:14](O)=[CH:13][CH:12]=1.C1C=CC(P(C2C=CC=CC=2)C2C=CC=CC=2)=CC=1.N(C(OC(C)(C)C)=O)=NC(OC(C)(C)C)=O. (4) Given the product [Cl:26][C:21]1[CH:20]=[C:19]([C@H:5]([O:4][CH2:3][CH2:2][NH:1][C:28]([O:30][CH2:31][CH3:32])=[O:29])[C@@H:6]2[CH2:11][CH2:10][CH2:9][N:8]([C:12]([O:14][C:15]([CH3:18])([CH3:17])[CH3:16])=[O:13])[CH2:7]2)[CH:24]=[C:23]([F:25])[CH:22]=1, predict the reactants needed to synthesize it. The reactants are: [NH2:1][CH2:2][CH2:3][O:4][C@@H:5]([C:19]1[CH:24]=[C:23]([F:25])[CH:22]=[C:21]([Cl:26])[CH:20]=1)[C@@H:6]1[CH2:11][CH2:10][CH2:9][N:8]([C:12]([O:14][C:15]([CH3:18])([CH3:17])[CH3:16])=[O:13])[CH2:7]1.Cl[C:28]([O:30][CH2:31][CH3:32])=[O:29].O.